From a dataset of NCI-60 drug combinations with 297,098 pairs across 59 cell lines. Regression. Given two drug SMILES strings and cell line genomic features, predict the synergy score measuring deviation from expected non-interaction effect. (1) Cell line: IGROV1. Synergy scores: CSS=0.393, Synergy_ZIP=5.67, Synergy_Bliss=11.8, Synergy_Loewe=9.42, Synergy_HSA=8.90. Drug 2: CC1=C2C(C(=O)C3(C(CC4C(C3C(C(C2(C)C)(CC1OC(=O)C(C(C5=CC=CC=C5)NC(=O)OC(C)(C)C)O)O)OC(=O)C6=CC=CC=C6)(CO4)OC(=O)C)O)C)O. Drug 1: CC1=C(C(CCC1)(C)C)C=CC(=CC=CC(=CC(=O)O)C)C. (2) Synergy scores: CSS=2.75, Synergy_ZIP=5.56, Synergy_Bliss=10.9, Synergy_Loewe=4.74, Synergy_HSA=4.85. Cell line: HOP-62. Drug 1: CN(C)C1=NC(=NC(=N1)N(C)C)N(C)C. Drug 2: CC(C)CN1C=NC2=C1C3=CC=CC=C3N=C2N.